Dataset: Forward reaction prediction with 1.9M reactions from USPTO patents (1976-2016). Task: Predict the product of the given reaction. (1) Given the reactants [CH3:1][O:2][C:3](=[O:17])[CH:4]([C:6]1C=CC2C(=CC=C(O)C=2)C=1)C.[C:18]([O-])([O-])=[O:19].[K+].[K+].[I-].[Na+].Br[CH2:27][CH2:28][CH2:29][CH2:30][CH2:31][C:32]([O:34][CH3:35])=[O:33], predict the reaction product. The product is: [CH3:35][O:34][C:32](=[O:33])[C:31]1[CH:30]=[CH:29][CH:28]=[CH:27][C:18]=1[O:19][CH:4]([C:3]([O:2][CH3:1])=[O:17])[CH3:6]. (2) The product is: [Cl:1][C:2]1[N:3]=[N:4][C:5]([Cl:9])=[CH:6][C:7]=1[S:10][CH2:11][CH2:12][OH:13]. Given the reactants [Cl:1][C:2]1[N:3]=[N:4][C:5]([Cl:9])=[CH:6][C:7]=1Cl.[SH:10][CH2:11][CH2:12][OH:13].C(=O)(O)[O-].[Na+].ClCCl, predict the reaction product. (3) Given the reactants Cl[C:2]1[CH:3]=[C:4]([C:8]2[N:13]=[CH:12][C:11]([O:14][CH2:15][CH2:16][O:17][CH3:18])=[CH:10][N:9]=2)[CH:5]=[CH:6][CH:7]=1.[B:19]1([B:19]2[O:23][C:22]([CH3:25])([CH3:24])[C:21]([CH3:27])([CH3:26])[O:20]2)[O:23][C:22]([CH3:25])([CH3:24])[C:21]([CH3:27])([CH3:26])[O:20]1.CC(C1C=C(C(C)C)C(C2C=CC=CC=2P(C2CCCCC2)C2CCCCC2)=C(C(C)C)C=1)C.CC([O-])=O.[K+], predict the reaction product. The product is: [CH3:18][O:17][CH2:16][CH2:15][O:14][C:11]1[CH:10]=[N:9][C:8]([C:4]2[CH:5]=[CH:6][CH:7]=[C:2]([B:19]3[O:23][C:22]([CH3:25])([CH3:24])[C:21]([CH3:27])([CH3:26])[O:20]3)[CH:3]=2)=[N:13][CH:12]=1. (4) Given the reactants O=[C:2]1[C:10]2[C:5](=[CH:6][C:7]([O:11][C:12]3[CH:20]=[CH:19][C:15]([C:16]([NH2:18])=[O:17])=[CH:14][N:13]=3)=[CH:8][CH:9]=2)[CH2:4][CH2:3]1.[C:21]1([CH:27]([C:30]2[CH:35]=[CH:34][CH:33]=[CH:32][CH:31]=2)[CH2:28][NH2:29])[CH:26]=[CH:25][CH:24]=[CH:23][CH:22]=1.[BH3-]C#N.[Na+], predict the reaction product. The product is: [C:30]1([CH:27]([C:21]2[CH:22]=[CH:23][CH:24]=[CH:25][CH:26]=2)[CH2:28][NH:29][CH:2]2[C:10]3[C:5](=[CH:6][C:7]([O:11][C:12]4[CH:20]=[CH:19][C:15]([C:16]([NH2:18])=[O:17])=[CH:14][N:13]=4)=[CH:8][CH:9]=3)[CH2:4][CH2:3]2)[CH:31]=[CH:32][CH:33]=[CH:34][CH:35]=1. (5) Given the reactants [C:1]([CH:3]=[CH:4][CH2:5][CH2:6][C@H:7]1[CH2:11][O:10]C(C)(C)[N:8]1[C:14]([O:16][C:17]([CH3:20])([CH3:19])[CH3:18])=[O:15])#[N:2].C1(C)C=CC(S(O)(=O)=O)=CC=1.C(=O)(O)[O-].[Na+], predict the reaction product. The product is: [C:1]([CH:3]=[CH:4][CH2:5][CH2:6][C@H:7]([NH:8][C:14](=[O:15])[O:16][C:17]([CH3:19])([CH3:18])[CH3:20])[CH2:11][OH:10])#[N:2]. (6) Given the reactants [CH2:1]([C@@H:5]1[NH:10][CH2:9][C@H:8]([CH2:11][CH:12]([CH3:14])[CH3:13])[NH:7][C:6]1=[O:15])[CH:2]([CH3:4])[CH3:3].[C:16]1([CH3:27])[CH:21]=[CH:20][C:19]([C:22]#[C:23][C:24](O)=[O:25])=[CH:18][CH:17]=1.C(C1N(C(=O)C#CC2C=CC=CC=2)CC(CC(C)C)NC1=O)C(C)C, predict the reaction product. The product is: [CH2:1]([CH:5]1[N:10]([C:24](=[O:25])[C:23]#[C:22][C:19]2[CH:20]=[CH:21][C:16]([CH3:27])=[CH:17][CH:18]=2)[CH2:9][CH:8]([CH2:11][CH:12]([CH3:14])[CH3:13])[NH:7][C:6]1=[O:15])[CH:2]([CH3:4])[CH3:3]. (7) Given the reactants [OH:1]OS([O-])=O.[K+].[Cl:7][C:8]1[CH:9]=[C:10]2[C:15](=[CH:16][CH:17]=1)[CH:14]=[C:13]([S:18][CH2:19][C@@H:20]([OH:24])[C:21]([OH:23])=[O:22])[CH:12]=[CH:11]2.[OH2:25], predict the reaction product. The product is: [Cl:7][C:8]1[CH:9]=[C:10]2[C:15](=[CH:16][CH:17]=1)[CH:14]=[C:13]([S:18]([CH2:19][C@@H:20]([OH:24])[C:21]([OH:23])=[O:22])(=[O:1])=[O:25])[CH:12]=[CH:11]2. (8) The product is: [C:37]1([CH2:36][CH2:35][CH2:34][NH:15][CH2:16][CH2:17][C:18]2[CH:19]=[CH:20][C:21]([O:22][C:23]3[CH:31]=[CH:30][C:26]([C:27]([NH2:29])=[O:28])=[CH:25][N:24]=3)=[CH:32][CH:33]=2)[CH:38]=[CH:39][CH:40]=[CH:41][CH:42]=1. Given the reactants ClC(OC(Cl)=O)C.C([N:15]([CH2:34][CH2:35][CH2:36][C:37]1[CH:42]=[CH:41][CH:40]=[CH:39][CH:38]=1)[CH2:16][CH2:17][C:18]1[CH:33]=[CH:32][C:21]([O:22][C:23]2[CH:31]=[CH:30][C:26]([C:27]([NH2:29])=[O:28])=[CH:25][N:24]=2)=[CH:20][CH:19]=1)C1C=CC=CC=1.ClCCCl.N, predict the reaction product. (9) Given the reactants [NH2:1][CH2:2][C@H:3]1[CH2:7][C@@H:6]([NH:8][S:9]([C:12]2[CH:17]=[C:16]([Br:18])[CH:15]=[CH:14][C:13]=2[Br:19])(=[O:11])=[O:10])[CH2:5][N:4]1[C:20]([O:22][C:23]([CH3:26])([CH3:25])[CH3:24])=[O:21].[C:27]1([N:33]=[C:34]=[O:35])[CH:32]=[CH:31][CH:30]=[CH:29][CH:28]=1, predict the reaction product. The product is: [Br:19][C:13]1[CH:14]=[CH:15][C:16]([Br:18])=[CH:17][C:12]=1[S:9]([NH:8][C@H:6]1[CH2:5][N:4]([C:20]([O:22][C:23]([CH3:26])([CH3:25])[CH3:24])=[O:21])[C@@H:3]([CH2:2][NH:1][C:34]([NH:33][C:27]2[CH:32]=[CH:31][CH:30]=[CH:29][CH:28]=2)=[O:35])[CH2:7]1)(=[O:10])=[O:11]. (10) Given the reactants [CH:1]1([C:7]2[C:8]3[CH:9]=[CH:10][C:11]([C:28]([O:30][CH3:31])=[O:29])=[CH:12][C:13]=3[N:14]3[C:21]=2[C:20]2[CH:22]=[CH:23][C:24]([F:26])=[CH:25][C:19]=2[O:18][CH2:17][C:16](=O)[CH2:15]3)[CH2:6][CH2:5][CH2:4][CH2:3][CH2:2]1.[CH3:32][N:33]([CH3:37])[CH2:34][CH2:35][NH2:36].CC(O)=O.C(O[BH-](OC(=O)C)OC(=O)C)(=O)C.[Na+].[OH-].[Na+], predict the reaction product. The product is: [CH:1]1([C:7]2[C:8]3[CH:9]=[CH:10][C:11]([C:28]([O:30][CH3:31])=[O:29])=[CH:12][C:13]=3[N:14]3[C:21]=2[C:20]2[CH:22]=[CH:23][C:24]([F:26])=[CH:25][C:19]=2[O:18][CH2:17][CH:16]([NH:36][CH2:35][CH2:34][N:33]([CH3:37])[CH3:32])[CH2:15]3)[CH2:6][CH2:5][CH2:4][CH2:3][CH2:2]1.